From a dataset of Catalyst prediction with 721,799 reactions and 888 catalyst types from USPTO. Predict which catalyst facilitates the given reaction. (1) The catalyst class is: 313. Reactant: [Br:1][C:2]1[CH:8]=[CH:7][C:5]([NH2:6])=[C:4]([CH3:9])[C:3]=1[Cl:10].[N:11]([O-])=O.[Na+]. Product: [Br:1][C:2]1[C:3]([Cl:10])=[C:4]2[C:5](=[CH:7][CH:8]=1)[NH:6][N:11]=[CH:9]2. (2) Reactant: [OH:1][CH2:2][CH:3]([NH:9][C:10](=[O:16])[O:11][C:12]([CH3:15])([CH3:14])[CH3:13])[C:4]([O:7][CH3:8])([CH3:6])[CH3:5].C(=O)([O-])[OH:18].[Na+].[Br-].[K+].Cl[O-].[Na+]. Product: [C:12]([O:11][C:10]([NH:9][CH:3]([C:4]([O:7][CH3:8])([CH3:5])[CH3:6])[C:2]([OH:18])=[O:1])=[O:16])([CH3:15])([CH3:14])[CH3:13]. The catalyst class is: 21. (3) Reactant: [N+:1]([C:4]1[CH:10]=[CH:9][C:7]([NH2:8])=[CH:6][CH:5]=1)([O-:3])=[O:2].[CH2:11]([O:13][C:14](=[O:28])[CH:15]([C:20](=O)[C:21]1[CH:26]=[CH:25][CH:24]=[CH:23][CH:22]=1)[CH2:16][C:17](=O)[CH3:18])[CH3:12].CC1C=CC(S(O)(=O)=O)=CC=1. Product: [CH2:11]([O:13][C:14]([C:15]1[CH:16]=[C:17]([CH3:18])[N:8]([C:7]2[CH:9]=[CH:10][C:4]([N+:1]([O-:3])=[O:2])=[CH:5][CH:6]=2)[C:20]=1[C:21]1[CH:22]=[CH:23][CH:24]=[CH:25][CH:26]=1)=[O:28])[CH3:12]. The catalyst class is: 8. (4) Reactant: [CH3:1][N:2]([CH3:39])[C:3](=[O:38])[NH:4][C:5]1[CH:6]=[C:7]([C:11]2[N:20]=[C:19]([NH:21][C:22]3[CH:23]=[C:24]4[C:28](=[CH:29][CH:30]=3)[N:27](C(OC(C)(C)C)=O)[N:26]=[CH:25]4)[C:18]3[C:13](=[CH:14][CH:15]=[CH:16][CH:17]=3)[N:12]=2)[CH:8]=[CH:9][CH:10]=1.C(O)(C(F)(F)F)=O. Product: [NH:27]1[C:28]2[C:24](=[CH:23][C:22]([NH:21][C:19]3[C:18]4[C:13](=[CH:14][CH:15]=[CH:16][CH:17]=4)[N:12]=[C:11]([C:7]4[CH:6]=[C:5]([NH:4][C:3](=[O:38])[N:2]([CH3:1])[CH3:39])[CH:10]=[CH:9][CH:8]=4)[N:20]=3)=[CH:30][CH:29]=2)[CH:25]=[N:26]1. The catalyst class is: 2.